Dataset: Experimentally validated miRNA-target interactions with 360,000+ pairs, plus equal number of negative samples. Task: Binary Classification. Given a miRNA mature sequence and a target amino acid sequence, predict their likelihood of interaction. (1) The miRNA is hsa-miR-512-5p with sequence CACUCAGCCUUGAGGGCACUUUC. The protein sequence of the target gene is MASISEPVTFREFCPLYYLLNAIPTKIQKGFRSIVVYLTALDTNGDYIAVGSSIGMLYLYCRHLNQMRKYNFEGKTESITVVKLLSCFDDLVAAGTASGRVAVFQLVSSLPGRNKQLRRFDVTGIHKNSITALAWSPNGMKLFSGDDKGKIVYSSLDLDQGLCNSQLVLEEPSSIVQLDYSQKVLLVSTLQRSLLFYTEEKSVRQIGTQPRKSTGKFGACFIPGLCKQSDLTLYASRPGLRLWKADVHGTVQATFILKDAFAGGVKPFELHPRLESPNSGSCSLPERHLGLVSCFFQEGW.... Result: 0 (no interaction). (2) The miRNA is hsa-miR-4299 with sequence GCUGGUGACAUGAGAGGC. The protein sequence of the target gene is MPPLKSPAAFHEQRRSLERARTEDYLKRKIRSRPERSELVRMHILEETSAEPSLQAKQLKLKRARLADDLNEKIAQRPGPMELVEKNILPVESSLKEAIIVGQVNYPKVADSSSFDEDSSDALSPEQPASHESQGSVPSPLEARVSEPLLSATSASPTQVVSQLPMGRDSREMLFLAEQPPLPPPPLLPPSLTNGTTIPTAKSTPTLIKQSQPKSASEKSQRSKKAKELKPKVKKLKYHQYIPPDQKQDRGAPPMDSSYAKILQQQQLFLQLQILNQQQQQHHNYQAILPAPPKSAGEAL.... Result: 0 (no interaction). (3) The miRNA is hsa-miR-330-5p with sequence UCUCUGGGCCUGUGUCUUAGGC. The protein sequence of the target gene is MPCACNRSNWRRWIRPLLVLFYATTILVAVPICIWKFQKMKVGMHTKSWFIAGIFLLLTIPVSLWGILQHLVHYTQPELQKPIIRILWMVPIYSVDSWVALVYPKIAIYVDTWRECYEAYVIYNFMIFLTNYLTIRFPNLILHLEAKDQQNHILPLCCCPPWAMGEMLLFRCKLGVLQYTVVRPITTVTALVCEILDVYDEGNFGFSNAWTYLVILNNLSQLFAMYCLLLFYKVLKEELSPIQPVGKFLCVKLVVFVSFWQAVLIALLVKLGVISEKRTWEWQSAEAVATGLQDFIICIE.... Result: 0 (no interaction). (4) The miRNA is hsa-miR-575 with sequence GAGCCAGUUGGACAGGAGC. The protein sequence of the target gene is MGKCSGRCTLVAFCCLQLVAALQRQIFDFLGYQWAPILANFLHIMAVILGIFGTVQYRSRYLILYAAWLVLWVGWNAFIICFYLEVGQLSQDRDFIMTFNTSLHRSWWMENGPGCLVTPVLNSRLALEDHHVISVTGCLLDYPYIEALSSALQIFLALFGFVFACYVSKVFLEEEDSFDFIGGFDSYGYQAPQKTSHLQLQPLYTSG. Result: 0 (no interaction). (5) The miRNA is hsa-miR-7110-3p with sequence UCUCUCUCCCACUUCCCUGCAG. The protein sequence of the target gene is MLGRSLREVSAALKQGQITPTELCQKCLSLIKKTKFLNAYITVSEEVALKQAEESEKRYKNGQSLGDLDGIPIAVKDNFSTSGIETTCASNMLKGYIPPYNATVVQKLLDQGALLMGKTNLDEFAMGSGSTDGVFGPVKNPWSYSKQYREKRKQNPHSENEDSDWLITGGSSGGSAAAVSAFTCYAALGSDTGGSTRNPAAHCGLVGFKPSYGLVSRHGLIPLVNSMDVPGILTRCVDDAAIVLGALAGPDPRDSTTVHEPINKPFMLPSLADVSKLCIGIPKEYLVPELSSEVQSLWSK.... Result: 1 (interaction). (6) The miRNA is hsa-miR-3156-3p with sequence CUCCCACUUCCAGAUCUUUCU. The protein sequence of the target gene is MTLRRLRKLQQKEEAAATPDPAARTPDSEVAPAAPVPTPGPPAAAATPGPPADELYAALEDYHPAELYRALAVSGGTLPRRKGSGFRWKNLSQSPEQQRKVLTLEKEDNQTFGFEIQTYGLHHREEQRVEMVTFVCRVHESSPAQLAGLTPGDTIASVNGLNVEGIRHREIVDIIKASGNVLRLETLYGTSIRKAELEARLQYLKQTLYEKWGEYRSLMVQEQRLVHGLVVKDPSIYDTLESVRSCLYGAGLLPGSLPFGPLLAVPGRPRGGARRARGDADDAVYHTCFFGDSEPPALPP.... Result: 0 (no interaction).